From a dataset of Catalyst prediction with 721,799 reactions and 888 catalyst types from USPTO. Predict which catalyst facilitates the given reaction. Reactant: [I:1][C:2]1[CH:3]=[CH:4][C:5]2[C:11](=O)[NH:10][CH2:9][CH2:8][CH2:7][C:6]=2[CH:13]=1.CO.Cl.O. Product: [I:1][C:2]1[CH:3]=[CH:4][C:5]2[CH2:11][NH:10][CH2:9][CH2:8][CH2:7][C:6]=2[CH:13]=1. The catalyst class is: 1.